From a dataset of Peptide-MHC class I binding affinity with 185,985 pairs from IEDB/IMGT. Regression. Given a peptide amino acid sequence and an MHC pseudo amino acid sequence, predict their binding affinity value. This is MHC class I binding data. The peptide sequence is WMQELRAGA. The MHC is HLA-B35:01 with pseudo-sequence HLA-B35:01. The binding affinity (normalized) is 0.474.